From a dataset of Reaction yield outcomes from USPTO patents with 853,638 reactions. Predict the reaction yield, written as a fraction of the theoretical maximum amount of product (1.0 means a 100% yield; for example, 0.34 means a 34% yield). The reactants are [CH2:1]([C:3]1[S:36][C:6]2[N:7]([CH2:21][C:22]3[CH:27]=[CH:26][C:25]([C:28]4[C:29]([C:34]#[N:35])=[CH:30][CH:31]=[CH:32][CH:33]=4)=[CH:24][CH:23]=3)[C:8](=[O:20])[C:9]([CH2:12][CH2:13][C:14]3[CH:19]=[CH:18][CH:17]=[CH:16][CH:15]=3)=[C:10]([OH:11])[C:5]=2[CH:4]=1)[CH3:2].N1C=CC=CC=1.[F:43][C:44]([F:57])([F:56])[S:45](O[S:45]([C:44]([F:57])([F:56])[F:43])(=[O:47])=[O:46])(=[O:47])=[O:46]. The catalyst is C(OCC)(=O)C. The product is [F:43][C:44]([F:57])([F:56])[S:45]([O:11][C:10]1[C:5]2[CH:4]=[C:3]([CH2:1][CH3:2])[S:36][C:6]=2[N:7]([CH2:21][C:22]2[CH:23]=[CH:24][C:25]([C:28]3[CH:33]=[CH:32][CH:31]=[CH:30][C:29]=3[C:34]#[N:35])=[CH:26][CH:27]=2)[C:8](=[O:20])[C:9]=1[CH2:12][CH2:13][C:14]1[CH:15]=[CH:16][CH:17]=[CH:18][CH:19]=1)(=[O:47])=[O:46]. The yield is 0.870.